From a dataset of NCI-60 drug combinations with 297,098 pairs across 59 cell lines. Regression. Given two drug SMILES strings and cell line genomic features, predict the synergy score measuring deviation from expected non-interaction effect. (1) Drug 1: COC1=CC(=CC(=C1O)OC)C2C3C(COC3=O)C(C4=CC5=C(C=C24)OCO5)OC6C(C(C7C(O6)COC(O7)C8=CC=CS8)O)O. Drug 2: CC1C(C(CC(O1)OC2CC(CC3=C2C(=C4C(=C3O)C(=O)C5=CC=CC=C5C4=O)O)(C(=O)C)O)N)O. Cell line: SF-539. Synergy scores: CSS=67.4, Synergy_ZIP=3.31, Synergy_Bliss=2.36, Synergy_Loewe=3.14, Synergy_HSA=5.75. (2) Drug 1: CCC1(CC2CC(C3=C(CCN(C2)C1)C4=CC=CC=C4N3)(C5=C(C=C6C(=C5)C78CCN9C7C(C=CC9)(C(C(C8N6C=O)(C(=O)OC)O)OC(=O)C)CC)OC)C(=O)OC)O.OS(=O)(=O)O. Drug 2: C(CN)CNCCSP(=O)(O)O. Cell line: NCI-H226. Synergy scores: CSS=5.11, Synergy_ZIP=-0.413, Synergy_Bliss=0.807, Synergy_Loewe=-4.30, Synergy_HSA=-0.939.